From a dataset of Peptide-MHC class II binding affinity with 134,281 pairs from IEDB. Regression. Given a peptide amino acid sequence and an MHC pseudo amino acid sequence, predict their binding affinity value. This is MHC class II binding data. (1) The peptide sequence is SGVLLNHFGLVEARY. The MHC is DRB1_0301 with pseudo-sequence DRB1_0301. The binding affinity (normalized) is 0.219. (2) The peptide sequence is LRYYRITYGETGGNS. The MHC is HLA-DPA10103-DPB10401 with pseudo-sequence HLA-DPA10103-DPB10401. The binding affinity (normalized) is 0.259. (3) The peptide sequence is SVIDCNTCVTQTVDFSLDPT. The MHC is DRB1_1302 with pseudo-sequence DRB1_1302. The binding affinity (normalized) is 0.0330. (4) The peptide sequence is TMAQMNQAFRNIVNM. The MHC is DRB1_0405 with pseudo-sequence DRB1_0405. The binding affinity (normalized) is 0.237. (5) The peptide sequence is GELQIFDKIDAAFKI. The MHC is DRB1_0802 with pseudo-sequence DRB1_0802. The binding affinity (normalized) is 0.538.